From a dataset of Full USPTO retrosynthesis dataset with 1.9M reactions from patents (1976-2016). Predict the reactants needed to synthesize the given product. (1) Given the product [F:44][C:45]([F:50])([F:49])[C:46]([OH:48])=[O:47].[NH2:8][CH2:9][C:10]1[N:19]([CH2:20][CH2:21][CH2:22][CH2:23][CH3:24])[C:18]2=[C:25]3[CH2:34][N:33]4[C:28](=[CH:29][C:30]5[C@:39]([CH2:41][CH3:42])([OH:40])[C:38](=[O:43])[O:37][CH2:36][C:31]=5[C:32]4=[O:35])[C:26]3=[N:27][C:16]3[C:17]2=[C:12]([CH:13]=[CH:14][CH:15]=3)[N:11]=1, predict the reactants needed to synthesize it. The reactants are: C(OC([NH:8][CH2:9][C:10]1[N:19]([CH2:20][CH2:21][CH2:22][CH2:23][CH3:24])[C:18]2=[C:25]3[CH2:34][N:33]4[C:28](=[CH:29][C:30]5[C@:39]([CH2:41][CH3:42])([OH:40])[C:38](=[O:43])[O:37][CH2:36][C:31]=5[C:32]4=[O:35])[C:26]3=[N:27][C:16]3[C:17]2=[C:12]([CH:13]=[CH:14][CH:15]=3)[N:11]=1)=O)(C)(C)C.[F:44][C:45]([F:50])([F:49])[C:46]([OH:48])=[O:47]. (2) Given the product [NH2:39][CH2:36][CH2:29][NH:1][C@H:2]([CH2:21][C:22]1[CH:23]=[CH:24][C:25]([Cl:28])=[CH:26][CH:27]=1)[C:3]([N:5]1[CH2:10][CH2:9][N:8]([C:11]2[C:20]3[C:15](=[CH:16][CH:17]=[CH:18][CH:19]=3)[N:14]=[CH:13][N:12]=2)[CH2:7][CH2:6]1)=[O:4], predict the reactants needed to synthesize it. The reactants are: [NH2:1][C@H:2]([CH2:21][C:22]1[CH:27]=[CH:26][C:25]([Cl:28])=[CH:24][CH:23]=1)[C:3]([N:5]1[CH2:10][CH2:9][N:8]([C:11]2[C:20]3[C:15](=[CH:16][CH:17]=[CH:18][CH:19]=3)[N:14]=[CH:13][N:12]=2)[CH2:7][CH2:6]1)=[O:4].[C:29]([CH:36]([NH2:39])C=O)(OC(C)(C)C)=O.[BH4-].[Na+].